From a dataset of Reaction yield outcomes from USPTO patents with 853,638 reactions. Predict the reaction yield, written as a fraction of the theoretical maximum amount of product (1.0 means a 100% yield; for example, 0.34 means a 34% yield). (1) The product is [C:19]([O:23][C:24]([N:26]1[CH2:31][CH2:30][CH:29]([CH2:32][NH:33][C:10]2[N:5]3[N:4]=[CH:3][C:2]([Br:1])=[C:6]3[N:7]=[C:8]([C:12]3[CH:17]=[CH:16][CH:15]=[CH:14][C:13]=3[Cl:18])[CH:9]=2)[CH2:28][CH2:27]1)=[O:25])([CH3:22])([CH3:21])[CH3:20]. The reactants are [Br:1][C:2]1[CH:3]=[N:4][N:5]2[C:10](Cl)=[CH:9][C:8]([C:12]3[CH:17]=[CH:16][CH:15]=[CH:14][C:13]=3[Cl:18])=[N:7][C:6]=12.[C:19]([O:23][C:24]([N:26]1[CH2:31][CH2:30][CH:29]([CH2:32][NH2:33])[CH2:28][CH2:27]1)=[O:25])([CH3:22])([CH3:21])[CH3:20].C(N(C(C)C)CC)(C)C. The catalyst is O1CCOCC1. The yield is 1.00. (2) The reactants are F[C:2]1[CH:7]=[C:6]([N+:8]([O-:10])=[O:9])[CH:5]=[CH:4][C:3]=1[C:11]([F:14])([F:13])[F:12].[NH3:15]. The catalyst is CO.O. The product is [N+:8]([C:6]1[CH:5]=[CH:4][C:3]([C:11]([F:14])([F:13])[F:12])=[C:2]([CH:7]=1)[NH2:15])([O-:10])=[O:9]. The yield is 0.650. (3) The reactants are [NH2:1][C:2]1[C:3]2[C:10]([C:11]3[CH:12]=[C:13]4[C:17](=[CH:18][CH:19]=3)[N:16]([C:20](=[O:30])[CH2:21][C:22]3[CH:27]=[C:26]([F:28])[CH:25]=[CH:24][C:23]=3[F:29])[CH2:15][CH2:14]4)=[CH:9][N:8]([CH:31]3[CH2:36][CH2:35][N:34](C(OC(C)(C)C)=O)[CH2:33][CH2:32]3)[C:4]=2[N:5]=[CH:6][N:7]=1.Cl.C1(N)C(F)=C(F)C(F)=C(N)C=1F.Cl.Cl. The catalyst is O1CCOCC1. The product is [F:29][C:23]1[CH:24]=[CH:25][C:26]([F:28])=[CH:27][C:22]=1[CH2:21][C:20]([N:16]1[C:17]2[C:13](=[CH:12][C:11]([C:10]3[C:3]4[C:2]([NH2:1])=[N:7][CH:6]=[N:5][C:4]=4[N:8]([CH:31]4[CH2:32][CH2:33][NH:34][CH2:35][CH2:36]4)[CH:9]=3)=[CH:19][CH:18]=2)[CH2:14][CH2:15]1)=[O:30]. The yield is 0.820. (4) The reactants are Br[C:2]1[CH:26]=[CH:25][C:5]2[N:6]([C:21]([CH3:24])([CH3:23])[CH3:22])[C:7]([C:9]3[CH:14]=[CH:13][CH:12]=[CH:11][C:10]=3[C:15]3[N:19]=[C:18]([CH3:20])[NH:17][N:16]=3)=[N:8][C:4]=2[CH:3]=1.[NH2:27][C:28]1[N:33]=[CH:32][C:31](B2OC(C)(C)C(C)(C)O2)=[CH:30][N:29]=1.C([O-])([O-])=O.[Na+].[Na+]. The catalyst is CN(C=O)C.CCOC(C)=O.CC(P(C(C)(C)C)C1C=CC(N(C)C)=CC=1)(C)C.CC(P(C(C)(C)C)C1C=CC(N(C)C)=CC=1)(C)C.Cl[Pd]Cl. The product is [C:21]([N:6]1[C:5]2[CH:25]=[CH:26][C:2]([C:31]3[CH:30]=[N:29][C:28]([NH2:27])=[N:33][CH:32]=3)=[CH:3][C:4]=2[N:8]=[C:7]1[C:9]1[CH:14]=[CH:13][CH:12]=[CH:11][C:10]=1[C:15]1[N:19]=[C:18]([CH3:20])[NH:17][N:16]=1)([CH3:23])([CH3:22])[CH3:24]. The yield is 0.250. (5) The reactants are [CH3:1][C:2]1([CH3:36])[N:6]([C:7]2[S:8][C:9]3[CH2:15][CH2:14][O:13][C:12]4[CH:16]=[C:17]([C:20]5[CH2:25][CH2:24][N:23]([C:26]([O:28][C:29]([CH3:32])([CH3:31])[CH3:30])=[O:27])[CH2:22][CH:21]=5)[CH:18]=[CH:19][C:11]=4[C:10]=3[N:33]=2)[C:5](=[O:34])[NH:4][C:3]1=[O:35]. The catalyst is C(O)C.[Pd]. The product is [CH3:1][C:2]1([CH3:36])[N:6]([C:7]2[S:8][C:9]3[CH2:15][CH2:14][O:13][C:12]4[CH:16]=[C:17]([CH:20]5[CH2:21][CH2:22][N:23]([C:26]([O:28][C:29]([CH3:30])([CH3:31])[CH3:32])=[O:27])[CH2:24][CH2:25]5)[CH:18]=[CH:19][C:11]=4[C:10]=3[N:33]=2)[C:5](=[O:34])[NH:4][C:3]1=[O:35]. The yield is 1.00. (6) The catalyst is CO. The product is [NH2:14][C:10]1[CH:11]=[C:12]2[C:7](=[C:8]([C:17]#[N:18])[CH:9]=1)[NH:6][C:5]([C:1]([CH3:4])([CH3:3])[CH3:2])=[CH:13]2. The yield is 0.320. The reactants are [C:1]([C:5]1[NH:6][C:7]2[C:12]([CH:13]=1)=[CH:11][C:10]([N+:14]([O-])=O)=[CH:9][C:8]=2[C:17]#[N:18])([CH3:4])([CH3:3])[CH3:2].[BH4-].[Na+]. (7) The reactants are [NH2:1][C:2]1[CH:7]=[CH:6][CH:5]=[C:4]([C:8]([OH:10])=[O:9])[N:3]=1.O=S(Cl)Cl.[CH2:15](O)[CH3:16]. No catalyst specified. The product is [NH2:1][C:2]1[N:3]=[C:4]([C:8]([O:10][CH2:15][CH3:16])=[O:9])[CH:5]=[CH:6][CH:7]=1. The yield is 0.760.